From a dataset of Experimentally validated miRNA-target interactions with 360,000+ pairs, plus equal number of negative samples. Binary Classification. Given a miRNA mature sequence and a target amino acid sequence, predict their likelihood of interaction. (1) The miRNA is hsa-miR-802 with sequence CAGUAACAAAGAUUCAUCCUUGU. The protein sequence of the target gene is MLKCGMTGGQVKVFGKAVQTLSRVSDELWLDPSEKGLALRSVNSCHSTYGYVLFSSMFFQHYQWSPFATMSDTDLPLNLNCKLAIKSVLPIFRCLNYLERSVEKCTVVARADKCRVVIQFFGKHGIKRTHNVYFQDSQPLKIIFEKSLCANILMIKPRLLTEAIALLTSNQEEVTFSVTPGNFCLKSLSGELLDLTSSVYSEMSFGPEEFDFFQVGLDTEITFCFKELKGILTFSEVMHAPLAIYFDFPGKPVVLSVEDMLLEANFILATLVDYPSRTSSPQLLPLSQARRSHPIQSSAP.... Result: 0 (no interaction). (2) The miRNA is hsa-miR-188-3p with sequence CUCCCACAUGCAGGGUUUGCA. The protein sequence of the target gene is MKTPFGKAAAGQRSRTGAGHGSVSVTMIKRKAAHKKHRSRPTSQPRGNIVGCRIQHGWKDGDEPLTQWKGTVLDQVPVNPSLYLIKYDGFDCVYGLELHRDERVSSLEVLPNRVASSRISDTHLAEIMVGKAVEHIFETEEGSKNEWRGMVLAQAPVMNTWFYITYEKDPVLYMYQLLDDYKDGDLRILQDSNDSPLAEREPGEVIDSLVGKQVEYAKDDGSKRTGMVIHQVEAKPSVYFIKFDDDFHIYVYDLVKTS. Result: 1 (interaction). (3) The miRNA is hsa-miR-92a-3p with sequence UAUUGCACUUGUCCCGGCCUGU. The protein sequence of the target gene is MAFIRKKQQEQQLQLYSKERFSLLLLNLEEYYFEQHRANHILHKGSHHERKIRGSLKICSKSVIFEPDSISQPIIKIPLRDCIKIGKHGENGANRHFTKAKSGGISLIFSQVYFIKEHNVVAPYKIERGKMEYVFELDVPGKVEDVVETLLQLHRASCLDKLGDQTAMITAILQSRLARTSFDKNRFQNISEKLHMECKAEMVTPLVTNPGHVCITDTNLYFQPLNGYPKPVVQITLQDVRRIYKRRHGLMPLGLEVFCTEDDLCSDIYLKFYEPQDRDDLYFYIATYLEHHVAEHTAES.... Result: 1 (interaction). (4) The miRNA is hsa-miR-4317 with sequence ACAUUGCCAGGGAGUUU. The protein sequence of the target gene is MDLKTVLSLPRYPGEFLHPVVYACTAVMLLCLLASFVTYIVHQSAIRISRKGRHTLLNFCFHAALTFTVFAGGINRTKYPILCQAVGIVLHYSTLSTMLWIGVTARNIYKQVTKKAPLCLDTDQPPYPRQPLLRFYLVSGGVPFIICGVTAATNIRNYGTEDEDTAYCWMAWEPSLGAFYGPAAIITLVTCVYFLGTYVQLRRHPGRRYELRTQPEEQRRLATPEGGRGIRPGTPPAHDAPGASVLQNEHSFQAQLRAAAFTLFLFTATWAFGALAVSQGHFLDMVFSCLYGAFCVTLGL.... Result: 0 (no interaction). (5) The protein sequence of the target gene is MVELMFPLLLLLLPFLLYMAAPQIRKMLSSGVCTSTVQLPGKVVVVTGANTGIGKETAKELAQRGARVYLACRDVEKGELVAKEIQTTTGNQQVLVRKLDLSDTKSIRAFAKGFLAEEKHLHVLINNAGVMMCPYSKTADGFEMHIGVNHLGHFLLTHLLLEKLKESAPSRIVNVSSLAHHLGRIHFHNLQGEKFYNAGLAYCHSKLANILFTQELARRLKGSGVTTYSVHPGTVQSELVRHSSFMRWMWWLFSFFIKTPQQGAQTSLHCALTEGLEILSGNHFSDCHVAWVSAQARNET.... Result: 1 (interaction). The miRNA is hsa-miR-92a-2-5p with sequence GGGUGGGGAUUUGUUGCAUUAC. (6) The miRNA is hsa-miR-142-5p with sequence CAUAAAGUAGAAAGCACUACU. The protein sequence of the target gene is MTRCPAGQAEVEMAELYVKPGNKERGWNDPPQFSYGLQTQAGGPRRSLLTKRVAAPQDGSPRVPASETSPGPPPMGPPPPSSKAPRSPPVGSGPASGVEPTSFPVESEAVMEDVLRPLEQALEDCRGHTRKQVCDDISRRLALLQEQWAGGKLSIPVKKRMALLVQELSSHRWDAADDIHRSLMVDHVTEVSQWMVGVKRLIAEKRSLFSEEAANEEKSAATAEKNHTIPGFQQAS. Result: 0 (no interaction).